Dataset: Forward reaction prediction with 1.9M reactions from USPTO patents (1976-2016). Task: Predict the product of the given reaction. (1) Given the reactants Cl[C:2]1[N:7]=[C:6]([C:8]2[CH:9]=[N:10][N:11]([CH:13]([CH2:17][CH:18]3[CH2:23][CH2:22][N:21]([C:24](=[O:33])[C:25]4[CH:30]=[CH:29][C:28]([F:31])=[CH:27][C:26]=4[F:32])[CH2:20][CH2:19]3)[CH2:14][C:15]#[N:16])[CH:12]=2)[CH:5]=[CH:4][N:3]=1.[N:34]1([C:39]2[CH:45]=[CH:44][C:42]([NH2:43])=[CH:41][CH:40]=2)[CH:38]=[CH:37][N:36]=[CH:35]1.C1(C)C=CC(S(O)(=O)=O)=CC=1, predict the reaction product. The product is: [N:34]1([C:39]2[CH:40]=[CH:41][C:42]([NH:43][C:2]3[N:7]=[C:6]([C:8]4[CH:9]=[N:10][N:11]([CH:13]([CH2:17][CH:18]5[CH2:23][CH2:22][N:21]([C:24](=[O:33])[C:25]6[CH:30]=[CH:29][C:28]([F:31])=[CH:27][C:26]=6[F:32])[CH2:20][CH2:19]5)[CH2:14][C:15]#[N:16])[CH:12]=4)[CH:5]=[CH:4][N:3]=3)=[CH:44][CH:45]=2)[CH2:38][CH2:37][N:36]=[CH:35]1. (2) Given the reactants C[O:2][C:3](=[O:36])[C:4]1[CH:9]=[CH:8][C:7]([C:10]2[C:16]3=[CH:17][C:18]4[C:19]([CH3:28])([CH3:27])[CH2:20][CH2:21][C:22]([CH3:26])([CH3:25])[C:23]=4[CH:24]=[C:15]3[N:14]([CH3:29])[C:13]3[CH:30]=[CH:31][C:32]([C:34]#[N:35])=[CH:33][C:12]=3[N:11]=2)=[CH:6][CH:5]=1.[OH-].[Na+].Cl, predict the reaction product. The product is: [C:34]([C:32]1[CH:31]=[CH:30][C:13]2[N:14]([CH3:29])[C:15]3[C:16]([C:10]([C:7]4[CH:6]=[CH:5][C:4]([C:3]([OH:36])=[O:2])=[CH:9][CH:8]=4)=[N:11][C:12]=2[CH:33]=1)=[CH:17][C:18]1[C:19]([CH3:28])([CH3:27])[CH2:20][CH2:21][C:22]([CH3:25])([CH3:26])[C:23]=1[CH:24]=3)#[N:35].